Regression. Given a peptide amino acid sequence and an MHC pseudo amino acid sequence, predict their binding affinity value. This is MHC class I binding data. From a dataset of Peptide-MHC class I binding affinity with 185,985 pairs from IEDB/IMGT. (1) The peptide sequence is AEFKYIAAV. The MHC is HLA-A01:01 with pseudo-sequence HLA-A01:01. The binding affinity (normalized) is 0.107. (2) The peptide sequence is FVRELLTEV. The MHC is HLA-A02:01 with pseudo-sequence HLA-A02:01. The binding affinity (normalized) is 0.533. (3) The peptide sequence is LSIFNPCLI. The MHC is H-2-Kb with pseudo-sequence H-2-Kb. The binding affinity (normalized) is 0. (4) The peptide sequence is SVIRLLIWAY. The MHC is HLA-A31:01 with pseudo-sequence HLA-A31:01. The binding affinity (normalized) is 0.287. (5) The MHC is HLA-A25:01 with pseudo-sequence HLA-A25:01. The peptide sequence is YSSHELWHF. The binding affinity (normalized) is 0.0847. (6) The peptide sequence is VTFMWTNCR. The MHC is Mamu-B8301 with pseudo-sequence Mamu-B8301. The binding affinity (normalized) is 0.429.